Dataset: Full USPTO retrosynthesis dataset with 1.9M reactions from patents (1976-2016). Task: Predict the reactants needed to synthesize the given product. (1) Given the product [C:2]1([OH:1])[CH:3]=[CH:4][CH:5]=[CH:6][CH:12]=1.[C:49]([O:48][C:46]([N:43]1[CH2:44][CH2:45][CH:40]([O:39][C:16]2[CH:17]=[CH:18][C:19]3[O:24][CH2:23][C:22](=[O:25])[NH:21][C:20]=3[CH:26]=2)[CH2:41][CH2:42]1)=[O:47])([CH3:52])([CH3:50])[CH3:51], predict the reactants needed to synthesize it. The reactants are: [OH:1][C:2]1[CH:3]=[CH:4][C:5]2OCC(=O)N[C:6]=2[CH:12]=1.C([C:16]1[CH:17]=[CH:18][C:19]2[O:24][CH2:23][C:22](=[O:25])[NH:21][C:20]=2[CH:26]=1)(=O)C.[H-].[Na+].CC1C=CC(S([O:39][CH:40]2[CH2:45][CH2:44][N:43]([C:46]([O:48][C:49]([CH3:52])([CH3:51])[CH3:50])=[O:47])[CH2:42][CH2:41]2)(=O)=O)=CC=1. (2) The reactants are: [N+:1]([C:4]1[N:5]=[C:6]2[N:11]([CH:12]=1)[CH2:10][CH:9]([O:13][CH2:14][C:15]1[CH:31]=[CH:30][C:18]([O:19][CH2:20][C:21](N3CCC(=O)CC3)=[O:22])=[CH:17][CH:16]=1)[CH2:8][O:7]2)([O-:3])=[O:2].C([O:36]C(=O)C)(C)(C)C. Given the product [N+:1]([C:4]1[N:5]=[C:6]2[N:11]([CH:12]=1)[CH2:10][CH:9]([O:13][CH2:14][C:15]1[CH:16]=[CH:17][C:18]([O:19][CH2:20][C:21]([OH:22])=[O:36])=[CH:30][CH:31]=1)[CH2:8][O:7]2)([O-:3])=[O:2], predict the reactants needed to synthesize it. (3) Given the product [Br:3][C:4]1[CH:12]=[CH:11][CH:10]=[C:9]2[C:5]=1[CH:6]=[CH:7][N:8]2[CH2:15][CH2:16][NH2:17], predict the reactants needed to synthesize it. The reactants are: [OH-].[Na+].[Br:3][C:4]1[CH:12]=[CH:11][CH:10]=[C:9]2[C:5]=1[CH:6]=[CH:7][NH:8]2.Cl.Cl[CH2:15][CH2:16][NH2:17].O. (4) Given the product [Cl:21][C:22]1[S:26][C:25]([S:27]([NH:8][C@H:9]([CH2:10][OH:11])[CH:12]([C:13]([F:14])([F:15])[F:16])[C:17]([F:18])([F:19])[F:20])(=[O:29])=[O:28])=[CH:24][CH:23]=1, predict the reactants needed to synthesize it. The reactants are: CN1CCOCC1.[NH2:8][C@@H:9]([CH:12]([C:17]([F:20])([F:19])[F:18])[C:13]([F:16])([F:15])[F:14])[CH2:10][OH:11].[Cl:21][C:22]1[S:26][C:25]([S:27](Cl)(=[O:29])=[O:28])=[CH:24][CH:23]=1.O.